This data is from Full USPTO retrosynthesis dataset with 1.9M reactions from patents (1976-2016). The task is: Predict the reactants needed to synthesize the given product. (1) Given the product [Cl:3][C:24]1[C:19]2[C:18]([I:27])=[C:17]([CH2:15][CH3:16])[S:26][C:20]=2[N:21]=[CH:22][N:23]=1, predict the reactants needed to synthesize it. The reactants are: P(Cl)(Cl)([Cl:3])=O.CN(C)C1C=CC=CC=1.[CH2:15]([C:17]1[S:26][C:20]2[N:21]=[CH:22][NH:23][C:24](=O)[C:19]=2[C:18]=1[I:27])[CH3:16].O. (2) The reactants are: [Cl:1]N1C(=O)CCC1=O.[O:9]1[CH2:14][CH2:13][N:12]([C:15]2[CH:16]=[C:17]([NH:21][C:22]3[N:23]=[C:24]([C:39]4[CH:40]=[C:41]([NH:45][C:46](=[O:49])[CH:47]=[CH2:48])[CH:42]=[CH:43][CH:44]=4)[C:25]4[CH:30]=[CH:29][N:28]([CH2:31][O:32][CH2:33][CH2:34][Si:35]([CH3:38])([CH3:37])[CH3:36])[C:26]=4[N:27]=3)[CH:18]=[CH:19][CH:20]=2)[CH2:11][CH2:10]1. Given the product [Cl:1][C:30]1[C:25]2[C:24]([C:39]3[CH:40]=[C:41]([NH:45][C:46](=[O:49])[CH:47]=[CH2:48])[CH:42]=[CH:43][CH:44]=3)=[N:23][C:22]([NH:21][C:17]3[CH:18]=[CH:19][CH:20]=[C:15]([N:12]4[CH2:11][CH2:10][O:9][CH2:14][CH2:13]4)[CH:16]=3)=[N:27][C:26]=2[N:28]([CH2:31][O:32][CH2:33][CH2:34][Si:35]([CH3:36])([CH3:37])[CH3:38])[CH:29]=1, predict the reactants needed to synthesize it. (3) Given the product [CH2:1]1[C:9]2[C:4](=[CH:5][CH:6]=[CH:7][CH:8]=2)[CH2:3][CH:2]1[Si:16]([CH3:18])([CH3:17])[CH3:10], predict the reactants needed to synthesize it. The reactants are: [CH2:1]1[C:9]2[C:4](=[CH:5][CH:6]=[CH:7][CH:8]=2)[CH:3]=[CH:2]1.[CH:10]1([Si:16](C)([CH3:18])[CH3:17])C=CCC=C1. (4) Given the product [CH2:1]([O:8][C:9]1[N:14]=[C:13]([O:29][C:23]2[CH:28]=[CH:27][CH:26]=[CH:25][CH:24]=2)[N:12]=[C:11]([O:16][C:17]2[CH:22]=[CH:21][CH:20]=[CH:19][CH:18]=2)[N:10]=1)[C:2]1[CH:7]=[CH:6][CH:5]=[CH:4][CH:3]=1, predict the reactants needed to synthesize it. The reactants are: [CH2:1]([O:8][C:9]1[N:14]=[C:13](Cl)[N:12]=[C:11]([O:16][C:17]2[CH:22]=[CH:21][CH:20]=[CH:19][CH:18]=2)[N:10]=1)[C:2]1[CH:7]=[CH:6][CH:5]=[CH:4][CH:3]=1.[C:23]1([OH:29])[CH:28]=[CH:27][CH:26]=[CH:25][CH:24]=1.C(N(CC)C(C)C)(C)C. (5) The reactants are: [SH:1][C:2]1[S:3][C:4]2[CH:10]=[CH:9][CH:8]=[CH:7][C:5]=2[N:6]=1.[Br:11][CH2:12][C:13]([C:15]1[CH:20]=[CH:19][C:18]([CH3:21])=[CH:17][CH:16]=1)=[O:14].O. Given the product [BrH:11].[S:3]1[C:4]2[CH:10]=[CH:9][CH:8]=[CH:7][C:5]=2[N:6]=[C:2]1[S:1][CH2:12][C:13]([C:15]1[CH:20]=[CH:19][C:18]([CH3:21])=[CH:17][CH:16]=1)=[O:14], predict the reactants needed to synthesize it. (6) Given the product [O:12]1[CH2:13][CH2:14][CH2:15][CH2:16][CH:11]1[N:8]1[C:9]2[C:5](=[CH:4][CH:3]=[C:2]([B:20]3[O:21][C:22]([CH3:24])([CH3:23])[C:18]([CH3:34])([CH3:17])[O:19]3)[CH:10]=2)[CH:6]=[N:7]1, predict the reactants needed to synthesize it. The reactants are: Br[C:2]1[CH:10]=[C:9]2[C:5]([CH:6]=[N:7][N:8]2[CH:11]2[CH2:16][CH2:15][CH2:14][CH2:13][O:12]2)=[CH:4][CH:3]=1.[CH3:17][C:18]1([CH3:34])[C:22]([CH3:24])([CH3:23])[O:21][B:20]([B:20]2[O:21][C:22]([CH3:24])([CH3:23])[C:18]([CH3:34])([CH3:17])[O:19]2)[O:19]1.C1(P(C2C=CC=CC=2)C2C=CC=CC=2)C=CC=CC=1.P([O-])([O-])([O-])=O.[K+].[K+].[K+]. (7) Given the product [S:27]1[C:10]2[CH2:1][N:2]([CH2:11][CH2:12][CH2:13][CH2:14][O:15][C:16]3[N:25]=[C:24]4[C:19]([CH:20]=[CH:21][C:22](=[O:26])[NH:23]4)=[CH:18][CH:17]=3)[CH2:3][CH2:4][C:5]=2[CH:6]=[CH:7]1, predict the reactants needed to synthesize it. The reactants are: [CH2:1]1[C:10]2[C:5](=[CH:6][CH:7]=CC=2)[CH2:4][CH2:3][N:2]1[CH2:11][CH2:12][CH2:13][CH2:14][O:15][C:16]1[N:25]=[C:24]2[C:19]([CH:20]=[CH:21][C:22](=[O:26])[NH:23]2)=[CH:18][CH:17]=1.[S:27]1C2CNCCC=2C=C1. (8) Given the product [CH3:22][O:21][C:18]1[CH:19]=[CH:20][C:15]([N:13]([CH3:14])[C:11]2[C:10]3[C:5](=[CH:6][CH:7]=[CH:8][CH:9]=3)[N:4]=[C:3]([NH:25][C@@H:28]([CH3:29])[C@@H:30]([C:32]3[CH:9]=[CH:10][CH:5]=[CH:6][CH:7]=3)[OH:33])[N:12]=2)=[CH:16][CH:17]=1, predict the reactants needed to synthesize it. The reactants are: Cl.Cl[C:3]1[N:12]=[C:11]([N:13]([C:15]2[CH:20]=[CH:19][C:18]([O:21][CH3:22])=[CH:17][CH:16]=2)[CH3:14])[C:10]2[C:5](=[CH:6][CH:7]=[CH:8][CH:9]=2)[N:4]=1.CC[N:25]([CH2:28][CH3:29])CC.[CH:30]([OH:33])([CH3:32])C. (9) Given the product [CH3:63][C:57]1([CH3:64])[CH2:56][C:55]2[CH:54]=[C:53]3[N:60]([CH2:61][CH2:62][N:51]([C:37]4[C:36]([CH2:35][OH:34])=[C:41]([C:2]5[CH:3]=[C:4]([NH:10][C:11]6[N:16]=[CH:15][C:14]([N:17]7[CH2:22][CH2:21][N:20]([C:23]([O:25][C:26]([CH3:27])([CH3:29])[CH3:28])=[O:24])[CH2:19][C@@H:18]7[CH3:30])=[CH:13][CH:12]=6)[C:5]([O:8][CH3:9])=[N:6][CH:7]=5)[CH:40]=[CH:39][N:38]=4)[C:52]3=[O:65])[C:59]=2[CH2:58]1, predict the reactants needed to synthesize it. The reactants are: Cl[C:2]1[CH:3]=[C:4]([NH:10][C:11]2[N:16]=[CH:15][C:14]([N:17]3[CH2:22][CH2:21][N:20]([C:23]([O:25][C:26]([CH3:29])([CH3:28])[CH3:27])=[O:24])[CH2:19][C@@H:18]3[CH3:30])=[CH:13][CH:12]=2)[C:5]([O:8][CH3:9])=[N:6][CH:7]=1.C([O:34][CH2:35][C:36]1[C:37]([N:51]2[CH2:62][CH2:61][N:60]3[C:53](=[CH:54][C:55]4[CH2:56][C:57]([CH3:64])([CH3:63])[CH2:58][C:59]=43)[C:52]2=[O:65])=[N:38][CH:39]=[CH:40][C:41]=1B1OC(C)(C)C(C)(C)O1)(=O)C.C1CCC(P(C2CCCCC2)C2CCCCC2)CC1.C([O-])([O-])=O.[Cs+].[Cs+].O.[OH-].[Li+]. (10) Given the product [NH2:23][C:20]1[N:21]=[CH:22][C:17]([C:3]2[CH:4]=[CH:5][C:6]([C:25]3[C:26]([S:31]([N:34]([CH2:38][CH2:39][OH:40])[CH:35]([CH3:36])[CH3:37])(=[O:33])=[O:32])=[CH:27][CH:28]=[CH:29][CH:30]=3)=[CH:7][C:2]=2[F:1])=[CH:18][N:19]=1, predict the reactants needed to synthesize it. The reactants are: [F:1][C:2]1[CH:7]=[C:6](B2OC(C)(C)C(C)(C)O2)[CH:5]=[CH:4][C:3]=1[C:17]1[CH:18]=[N:19][C:20]([NH2:23])=[N:21][CH:22]=1.Br[C:25]1[CH:30]=[CH:29][CH:28]=[CH:27][C:26]=1[S:31]([N:34]([CH2:38][CH2:39][OH:40])[CH:35]([CH3:37])[CH3:36])(=[O:33])=[O:32].